Dataset: Experimentally validated miRNA-target interactions with 360,000+ pairs, plus equal number of negative samples. Task: Binary Classification. Given a miRNA mature sequence and a target amino acid sequence, predict their likelihood of interaction. (1) The miRNA is hsa-miR-4785 with sequence AGAGUCGGCGACGCCGCCAGC. The protein sequence of the target gene is MRVKDPTKALPEKAKRSKRPTVPHDEDSSDDIAVGLTCQHVSHAISVNHVKRAIAENLWSVCSECLKERRFYDGQLVLTSDIWLCLKCGFQGCGKNSESQHSLKHFKSSRTEPHCIIINLSTWIIWCYECDEKLSTHCNKKVLAQIVDFLQKHASKTQTSAFSRIMKLCEEKCETDEIQKGGKCRNLSVRGITNLGNTCFFNAVMQNLAQTYTLTDLMNEIKESSTKLKIFPSSDSQLDPLVVELSRPGPLTSALFLFLHSMKETEKGPLSPKVLFNQLCQKAPRFKDFQQQDSQELLHY.... Result: 0 (no interaction). (2) The miRNA is hsa-miR-5088-3p with sequence UCCCUUCUUCCUGGGCCCUCA. The protein sequence of the target gene is MAALAPVGSPASRGPRLAAGLRLLPMLGLLQLLAEPGLGRVHHLALKDDVRHKVHLNTFGFFKDGYMVVNVSSLSLNEPEDKDVTIGFSLDRTKNDGFSSYLDEDVNYCILKKQSVSVTLLILDISRSEVRVKSPPEAGTQLPKIIFSRDEKVLGQSQEPNVNPASAGNQTQKTQDGGKSKRSTVDSKAMGEKSFSVHNNGGAVSFQFFFNISTDDQEGLYSLYFHKCLGKELPSDKFTFSLDIEITEKNPDSYLSAGEIPLPKLYISMAFFFFLSGTIWIHILRKRRNDVFKIHWLMAA.... Result: 1 (interaction). (3) The miRNA is hsa-miR-4264 with sequence ACUCAGUCAUGGUCAUU. The protein sequence of the target gene is MDNLSDTLKKLKITAVDKTEDSLEGCLDCLLQALAQNNTETSEKIQASGILQLFASLLTPQSSCKAKVANIIAEVAKNEFMRIPCVDAGLISPLVQLLNSKDQEVLLQTGRALGNICYDSHEGRSAVDQAGGAQIVIDHLRSLCSITDPANEKLLTVFCGMLMNYSNENDSLQAQLINMGVIPTLVKLLGIHCQNAALTEMCLVAFGNLAELESSKEQFASTNIAEELVKLFKKQIEHDKREMIFEVLAPLAENDAIKLQLVEAGLVECLLEIVQQKVDSDKEDDITELKTGSDLMVLLL.... Result: 1 (interaction). (4) The miRNA is hsa-miR-483-5p with sequence AAGACGGGAGGAAAGAAGGGAG. The protein sequence of the target gene is MAATNTILAFSSPSRLLIPPSSNPSTLRSSFRGVSLNNNNLHRLQSVSFAVKAPSKALTVVSAAKKAVAVLKGTSDVEGVVTLTQDDSGPTTVNVRITGLTPGPHGFHLHEFGDTTNGCISTGPHFNPNNMTHGAPEDECRHAGDLGNINANADGVAETTIVDNQIPLTGPNSVVGRAFVVHELKDDLGKGGHELSLTTGNAGGRLACGVIGLTPL. Result: 0 (no interaction). (5) The miRNA is hsa-miR-337-3p with sequence CUCCUAUAUGAUGCCUUUCUUC. The protein sequence of the target gene is MASKVSPSCRLVFCLLISAAVLRPGLGWYTVNSAYGDTIVMPCRLDVPQNLMFGKWKYEKPDGSPVFIAFRSSTKKSVQYDDVPEYKDRLSLSENYTLSIANAKISDEKRFVCMLVTEDNVFEAPTLVKVFKQPSKPEIVNKAPFLETDQLKKLGDCISRDSYPDGNITWYRNGKVLQPVEGEVAILFKKEIDPGTQLYTVTSSLEYKTTRSDIQMPFTCSVTYYGPSGQKTIYSEQEIFDIYYPTEQVTIQVLPPKNAIKEGDNITLQCLGNGNPPPEEFMFYLPGQPEGIRSSNTYTL.... Result: 0 (no interaction). (6) The miRNA is rno-miR-135a-5p with sequence UAUGGCUUUUUAUUCCUAUGUGA. The protein sequence of the target gene is MGPKTLPQLAGKWQVLCMLSLCCWGWVSGQLRYSVVEESEPGTLVGNVAQDLGLKMTDLLSRRLQLGSEENGRYFSLSLMSGALAVNQKIDRESLCGASTSCLLPVQVVTEHPLELIRVEVEILDLNDNSPSFATPEREMRISESAASGARFPLDSAQDPDVGTNTVSFYTLSPNSHFSLNVKTLKDGKPFPELVLEQQLDREAQARHQLVLTAVDGGTPARSGTTLISVIVLDINDNAPTFQSSVLRVGIPENAPIGTLLLRLNATDPDEGTNGQLDYSFGDHTSEAVRNLFGLDPSSG.... Result: 0 (no interaction). (7) The miRNA is hsa-miR-7151-5p with sequence GAUCCAUCUCUGCCUGUAUUGGC. Result: 1 (interaction). The protein sequence of the target gene is MNIMNTEQSQNSIVSRIKVFEGQTNIETSGLPKKPEITPRSLPPKPTVSSGKPSVAPKPAANRASGEWDSGTENRLKVTSKEGLTPYPPLQEAGSIPVTKPELPKKPNPGLIRSVNPEIPGRGPLAESSDSGKKVPTPAPRPLLLKKSVSSENPTYPSAPLKPVTVPPRLAGASQAKAYKSLGEGPPANPPVPVLQSKPLVDIDLISFDDDVLPTPSGNLAEESVGSEMVLDPFQLPAKTEPIKERAVQPAPTRKPTVIRIPAKPGKCLHEDPQSPPPLPAEKPIGNTFSTVSGKLSNVE.... (8) The miRNA is hsa-miR-4288 with sequence UUGUCUGCUGAGUUUCC. Result: 0 (no interaction). The protein sequence of the target gene is MTMHTTMTTLTLTSLIPPILTTLVNPNKKNSYPHYVKSIVASTFIISLFPTTMFMCLDQEVIISNWHWATTQTTQLSLSFKLDYFSMMFIPVALFVTWSIMEFSLWYMNSDPNINQFFKYLLIFLITMLILVTANNLFQLFIGWEGVGIMSFLLISWWYARADANTAAIQAILYNRIGDIGFILALAWFILHSNSWDPQQMALLNANPSLTPLLGLLLAAAGKSAQLGLHPWLPSAMEGPTPVSALLHSSTMVVAGIFLLIRFHPLAENSPLIQTLTLCLGAITTLFAAVCALTQNDIKK.... (9) The miRNA is mmu-miR-9-3p with sequence AUAAAGCUAGAUAACCGAAAGU. The protein sequence of the target gene is MMLPQNSWHIDFGRCCCHQNLFSAVVTCILLLNSCFLISSFNGTDLELRLVNGDGPCSGTVEVKFQGQWGTVCDDGWNTTASTVVCKQLGCPFSFAMFRFGQAVTRHGKIWLDDVSCYGNESALWECQHREWGSHNCYHGEDVGVNCYGEANLGLRLVDGNNSCSGRVEVKFQERWGTICDDGWNLNTAAVVCRQLGCPSSFISSGVVNSPAVLRPIWLDDILCQGNELALWNCRHRGWGNHDCSHNEDVTLTCYDSSDLELRLVGGTNRCMGRVELKIQGRWGTVCHHKWNNAAADVVC.... Result: 0 (no interaction).